This data is from TCR-epitope binding with 47,182 pairs between 192 epitopes and 23,139 TCRs. The task is: Binary Classification. Given a T-cell receptor sequence (or CDR3 region) and an epitope sequence, predict whether binding occurs between them. (1) The epitope is VLWAHGFEL. The TCR CDR3 sequence is CASSSSGKNTGELFF. Result: 1 (the TCR binds to the epitope). (2) Result: 0 (the TCR does not bind to the epitope). The epitope is LLSAGIFGA. The TCR CDR3 sequence is CASSYTGSEAFF. (3) The epitope is ILGLPTQTV. The TCR CDR3 sequence is CASSQDILAGVSTDTQYF. Result: 1 (the TCR binds to the epitope). (4) The epitope is KLSALGINAV. The TCR CDR3 sequence is CASSEPALAEQYYEQYF. Result: 0 (the TCR does not bind to the epitope).